From a dataset of Full USPTO retrosynthesis dataset with 1.9M reactions from patents (1976-2016). Predict the reactants needed to synthesize the given product. (1) Given the product [OH:10][CH:7]([C:6]1[CH:5]=[CH:4][C:3]([OH:11])=[CH:2][CH:1]=1)[CH2:8][NH:9][C:21]([NH:20][C:13]([O:15][C:16]([CH3:19])([CH3:18])[CH3:17])=[O:14])=[N:22][C:23]([O:25][C:26]([CH3:29])([CH3:28])[CH3:27])=[O:24], predict the reactants needed to synthesize it. The reactants are: [CH:1]1[C:6]([CH:7]([OH:10])[CH2:8][NH2:9])=[CH:5][CH:4]=[C:3]([OH:11])[CH:2]=1.Cl.[C:13]([NH:20][C:21](N1C=CC=N1)=[N:22][C:23]([O:25][C:26]([CH3:29])([CH3:28])[CH3:27])=[O:24])([O:15][C:16]([CH3:19])([CH3:18])[CH3:17])=[O:14]. (2) Given the product [F:1][C:2]1[C:15]2[O:14][C:13]3[C:8](=[CH:9][C:10]([C:16]4[C:17]([F:22])=[N:18][CH:19]=[CH:20][CH:21]=4)=[CH:11][CH:12]=3)[C@@:7]3([CH2:26][O:25][C:24]([NH2:27])=[N:23]3)[C:6]=2[CH:5]=[C:4]([CH2:28][CH2:29][C:30]2([CH3:34])[CH2:31][O:32][CH2:33]2)[CH:3]=1, predict the reactants needed to synthesize it. The reactants are: [F:1][C:2]1[C:15]2[O:14][C:13]3[C:8](=[CH:9][C:10]([C:16]4[C:17]([F:22])=[N:18][CH:19]=[CH:20][CH:21]=4)=[CH:11][CH:12]=3)[C@@:7]3([CH2:26][O:25][C:24]([NH2:27])=[N:23]3)[C:6]=2[CH:5]=[C:4](/[CH:28]=[CH:29]/[C:30]2([CH3:34])[CH2:33][O:32][CH2:31]2)[CH:3]=1. (3) Given the product [C:1]([C:5]1[N:9]([CH2:10][CH:11]2[CH2:16][CH2:15][CH2:14][CH2:13][CH2:12]2)[C:8]2[CH:17]=[CH:18][C:19]([C:21]([N:57]3[CH2:66][CH2:65][CH:60]([C:61]([O:63][CH3:64])=[O:62])[CH2:59][CH2:58]3)=[O:22])=[CH:20][C:7]=2[N:6]=1)([CH3:4])([CH3:2])[CH3:3], predict the reactants needed to synthesize it. The reactants are: [C:1]([C:5]1[N:9]([CH2:10][CH:11]2[CH2:16][CH2:15][CH2:14][CH2:13][CH2:12]2)[C:8]2[CH:17]=[CH:18][C:19]([C:21](O)=[O:22])=[CH:20][C:7]=2[N:6]=1)([CH3:4])([CH3:3])[CH3:2].CCN(C(C)C)C(C)C.CN(C(ON1N=NC2C=CC=NC1=2)=[N+](C)C)C.F[P-](F)(F)(F)(F)F.[NH:57]1[CH2:66][CH2:65][CH:60]([C:61]([O:63][CH3:64])=[O:62])[CH2:59][CH2:58]1. (4) The reactants are: C([Li])CCC.[F:6][C:7]1[CH:12]=[CH:11][CH:10]=[C:9]([C:13]([F:16])([F:15])[F:14])[C:8]=1[S:17][CH3:18].[C:19](=[O:21])=[O:20].O. Given the product [F:6][C:7]1[C:8]([S:17][CH3:18])=[C:9]([C:13]([F:15])([F:16])[F:14])[CH:10]=[CH:11][C:12]=1[C:19]([OH:21])=[O:20], predict the reactants needed to synthesize it. (5) Given the product [C:1]([O:5][C:6]([NH:7][CH2:8][CH2:9][CH2:10][N:11]1[C:20]2[CH:19]=[CH:18][C:17]([C:35]([OH:37])=[O:36])=[CH:16][C:15]=2[C:14]2=[N:22][N:23]([CH:26]3[CH2:31][CH2:30][CH2:29][CH2:28][O:27]3)[C:24]([CH3:25])=[C:13]2[C:12]1=[O:32])=[O:33])([CH3:4])([CH3:3])[CH3:2], predict the reactants needed to synthesize it. The reactants are: [C:1]([O:5][C:6](=[O:33])[NH:7][CH2:8][CH2:9][CH2:10][N:11]1[C:20]2[CH:19]=[CH:18][C:17](I)=[CH:16][C:15]=2[C:14]2=[N:22][N:23]([CH:26]3[CH2:31][CH2:30][CH2:29][CH2:28][O:27]3)[C:24]([CH3:25])=[C:13]2[C:12]1=[O:32])([CH3:4])([CH3:3])[CH3:2].C[C:35]([O:37]C(C)=O)=[O:36].C(O[Li])=O.[Li+].[Cl-].CCN(C(C)C)C(C)C. (6) Given the product [C:11]([SiH2:15][O:16][C:17]([CH3:36])([CH3:35])[C@@H:18]1[O:22][C:21](=[O:23])[N:20]([C:24]2[CH:33]=[CH:32][C:31]3[C:30](=[CH2:1])[CH2:29][CH2:28][CH2:27][C:26]=3[CH:25]=2)[CH2:19]1)([CH3:13])([CH3:12])[CH3:14], predict the reactants needed to synthesize it. The reactants are: [CH3:1][Si](C)(C)[N-][Si](C)(C)C.[K+].[C:11]([SiH2:15][O:16][C:17]([CH3:36])([CH3:35])[C@@H:18]1[O:22][C:21](=[O:23])[N:20]([C:24]2[CH:33]=[CH:32][C:31]3[C:30](=O)[CH2:29][CH2:28][CH2:27][C:26]=3[CH:25]=2)[CH2:19]1)([CH3:14])([CH3:13])[CH3:12].